Dataset: Reaction yield outcomes from USPTO patents with 853,638 reactions. Task: Predict the reaction yield, written as a fraction of the theoretical maximum amount of product (1.0 means a 100% yield; for example, 0.34 means a 34% yield). (1) The reactants are C(Cl)CCl.[CH:5]1[CH:6]=[CH:7][C:8]2[N:13](O)N=[N:11][C:9]=2[CH:10]=1.[C:15]([C:19]1[CH:20]=[CH:21][C:22]([O:36][CH3:37])=[C:23]([CH:35]=1)[C:24]([NH:26][C:27]1[C:28]([C:32](O)=[O:33])=[N:29][NH:30][CH:31]=1)=[O:25])([CH3:18])([CH3:17])[CH3:16].C1(N)C(N)=CC=CC=1. The catalyst is CN(C=O)C. The product is [NH2:13][C:8]1[CH:7]=[CH:6][CH:5]=[CH:10][C:9]=1[NH:11][C:32]([C:28]1[C:27]([NH:26][C:24](=[O:25])[C:23]2[CH:35]=[C:19]([C:15]([CH3:16])([CH3:17])[CH3:18])[CH:20]=[CH:21][C:22]=2[O:36][CH3:37])=[CH:31][NH:30][N:29]=1)=[O:33]. The yield is 0.660. (2) The reactants are [Br:1][C:2]1[CH:11]=[CH:10][CH:9]=[C:8]2[C:3]=1[CH:4]=[CH:5][C:6]([C:12]([OH:14])=[O:13])=[CH:7]2.S(Cl)(Cl)=O.[CH3:19]O. No catalyst specified. The product is [Br:1][C:2]1[CH:11]=[CH:10][CH:9]=[C:8]2[C:3]=1[CH:4]=[CH:5][C:6]([C:12]([O:14][CH3:19])=[O:13])=[CH:7]2. The yield is 0.690. (3) The reactants are CN(C)[CH:3]=[N:4][C:5]1[C:10]([C:11]([F:14])([F:13])[F:12])=[CH:9][C:8]([C:15]2[CH:20]=[CH:19][C:18]([C:21]([F:24])([F:23])[F:22])=[CH:17][CH:16]=2)=[CH:7][N:6]=1.Br[CH2:27][C:28]([O:30][CH2:31][CH3:32])=[O:29].CCN(C(C)C)C(C)C.C([O-])(O)=O.[Na+]. The catalyst is CN(C=O)C. The product is [CH2:31]([O:30][C:28]([C:27]1[N:6]2[CH:7]=[C:8]([C:15]3[CH:20]=[CH:19][C:18]([C:21]([F:24])([F:22])[F:23])=[CH:17][CH:16]=3)[CH:9]=[C:10]([C:11]([F:12])([F:13])[F:14])[C:5]2=[N:4][CH:3]=1)=[O:29])[CH3:32]. The yield is 0.720. (4) The reactants are [CH3:1][C:2]([Si:5](Cl)([CH3:7])[CH3:6])([CH3:4])[CH3:3].[C:9]([NH:12][NH:13][C:14](=[O:30])[C@H:15]([NH:19][C:20]1[CH:25]=[CH:24][C:23]([C:26]#[N:27])=[C:22]([Cl:28])[C:21]=1[CH3:29])[C@@H:16]([OH:18])[CH3:17])(=O)[CH3:10].N1C=CN=C1.CCN(CC)CC.C1C=CC(P(C2C=CC=CC=2)C2C=CC=CC=2)=CC=1. The catalyst is CN(C=O)C.CCOC(C)=O.C(Cl)Cl.O. The product is [Si:5]([O:18][C@@H:16]([CH3:17])[C@@H:15]([NH:19][C:20]1[CH:25]=[CH:24][C:23]([C:26]#[N:27])=[C:22]([Cl:28])[C:21]=1[CH3:29])[C:14]1[O:30][C:9]([CH3:10])=[N:12][N:13]=1)([C:2]([CH3:4])([CH3:3])[CH3:1])([CH3:7])[CH3:6]. The yield is 0.970. (5) The reactants are Br[C:2]1[CH:7]=[CH:6][CH:5]=[C:4]([CH3:8])[N:3]=1.[Li+].CCC[CH2-].[CH2:14]([N:21]1[CH2:26][CH2:25][C:24]([NH:29][C:30]2[CH:35]=[CH:34][CH:33]=[CH:32][CH:31]=2)(C#N)[CH2:23][CH2:22]1)[C:15]1[CH:20]=[CH:19][CH:18]=[CH:17][CH:16]=1.O. The catalyst is O1CCCC1. The product is [CH2:14]([N:21]1[CH2:22][CH2:23][C:24]([NH:29][C:30]2[CH:35]=[CH:34][CH:33]=[CH:32][CH:31]=2)([C:2]2[CH:7]=[CH:6][CH:5]=[C:4]([CH3:8])[N:3]=2)[CH2:25][CH2:26]1)[C:15]1[CH:16]=[CH:17][CH:18]=[CH:19][CH:20]=1. The yield is 0.400. (6) The reactants are [C:1]([N:5]1[CH2:10][C:9]2([CH2:15][CH2:14][N:13]([C:16]([O:18][C:19]([CH3:22])([CH3:21])[CH3:20])=[O:17])[CH2:12][CH2:11]2)[O:8][CH:7]([CH:23]=[CH2:24])[CH2:6]1)([CH3:4])([CH3:3])[CH3:2].C([O-])=O.[NH4+]. The catalyst is CO.[OH-].[OH-].[Pd+2]. The product is [C:1]([N:5]1[CH2:6][CH:7]([CH2:23][CH3:24])[O:8][C:9]2([CH2:15][CH2:14][N:13]([C:16]([O:18][C:19]([CH3:21])([CH3:20])[CH3:22])=[O:17])[CH2:12][CH2:11]2)[CH2:10]1)([CH3:4])([CH3:2])[CH3:3]. The yield is 0.960.